Dataset: NCI-60 drug combinations with 297,098 pairs across 59 cell lines. Task: Regression. Given two drug SMILES strings and cell line genomic features, predict the synergy score measuring deviation from expected non-interaction effect. (1) Drug 1: C1=CC(=CC=C1CCC2=CNC3=C2C(=O)NC(=N3)N)C(=O)NC(CCC(=O)O)C(=O)O. Drug 2: COC1=NC(=NC2=C1N=CN2C3C(C(C(O3)CO)O)O)N. Cell line: IGROV1. Synergy scores: CSS=15.4, Synergy_ZIP=-4.39, Synergy_Bliss=1.80, Synergy_Loewe=-20.3, Synergy_HSA=-1.16. (2) Drug 1: C1=CC(=CC=C1CCCC(=O)O)N(CCCl)CCCl. Drug 2: CCCS(=O)(=O)NC1=C(C(=C(C=C1)F)C(=O)C2=CNC3=C2C=C(C=N3)C4=CC=C(C=C4)Cl)F. Cell line: U251. Synergy scores: CSS=26.9, Synergy_ZIP=-10.0, Synergy_Bliss=-7.25, Synergy_Loewe=-8.17, Synergy_HSA=-6.30. (3) Drug 2: CC1C(C(CC(O1)OC2CC(CC3=C2C(=C4C(=C3O)C(=O)C5=CC=CC=C5C4=O)O)(C(=O)C)O)N)O. Synergy scores: CSS=26.3, Synergy_ZIP=6.38, Synergy_Bliss=8.67, Synergy_Loewe=8.25, Synergy_HSA=8.28. Cell line: OVCAR-4. Drug 1: CC1C(C(=O)NC(C(=O)N2CCCC2C(=O)N(CC(=O)N(C(C(=O)O1)C(C)C)C)C)C(C)C)NC(=O)C3=C4C(=C(C=C3)C)OC5=C(C(=O)C(=C(C5=N4)C(=O)NC6C(OC(=O)C(N(C(=O)CN(C(=O)C7CCCN7C(=O)C(NC6=O)C(C)C)C)C)C(C)C)C)N)C. (4) Drug 1: CC1=CC=C(C=C1)C2=CC(=NN2C3=CC=C(C=C3)S(=O)(=O)N)C(F)(F)F. Drug 2: C1C(C(OC1N2C=NC3=C(N=C(N=C32)Cl)N)CO)O. Cell line: NCI/ADR-RES. Synergy scores: CSS=41.6, Synergy_ZIP=0.678, Synergy_Bliss=-2.74, Synergy_Loewe=-6.03, Synergy_HSA=-0.730.